This data is from NCI-60 drug combinations with 297,098 pairs across 59 cell lines. The task is: Regression. Given two drug SMILES strings and cell line genomic features, predict the synergy score measuring deviation from expected non-interaction effect. (1) Cell line: MDA-MB-435. Drug 1: C(=O)(N)NO. Synergy scores: CSS=24.6, Synergy_ZIP=-5.91, Synergy_Bliss=-2.81, Synergy_Loewe=-10.8, Synergy_HSA=-1.47. Drug 2: C1CCC(C(C1)N)N.C(=O)(C(=O)[O-])[O-].[Pt+4]. (2) Drug 1: CCC(=C(C1=CC=CC=C1)C2=CC=C(C=C2)OCCN(C)C)C3=CC=CC=C3.C(C(=O)O)C(CC(=O)O)(C(=O)O)O. Drug 2: CCCCC(=O)OCC(=O)C1(CC(C2=C(C1)C(=C3C(=C2O)C(=O)C4=C(C3=O)C=CC=C4OC)O)OC5CC(C(C(O5)C)O)NC(=O)C(F)(F)F)O. Cell line: UACC-257. Synergy scores: CSS=69.1, Synergy_ZIP=-0.560, Synergy_Bliss=0.353, Synergy_Loewe=-3.56, Synergy_HSA=1.75. (3) Drug 1: CC1=C(C(=O)C2=C(C1=O)N3CC4C(C3(C2COC(=O)N)OC)N4)N. Drug 2: C1C(C(OC1N2C=NC(=NC2=O)N)CO)O. Cell line: T-47D. Synergy scores: CSS=29.9, Synergy_ZIP=-9.07, Synergy_Bliss=-3.34, Synergy_Loewe=-8.22, Synergy_HSA=-1.28. (4) Drug 1: CC(CN1CC(=O)NC(=O)C1)N2CC(=O)NC(=O)C2. Drug 2: CC(C)NC(=O)C1=CC=C(C=C1)CNNC.Cl. Cell line: MOLT-4. Synergy scores: CSS=50.0, Synergy_ZIP=-1.95, Synergy_Bliss=-3.26, Synergy_Loewe=-13.5, Synergy_HSA=-3.29. (5) Drug 1: C1C(C(OC1N2C=NC3=C(N=C(N=C32)Cl)N)CO)O. Drug 2: CC1C(C(CC(O1)OC2CC(CC3=C2C(=C4C(=C3O)C(=O)C5=C(C4=O)C(=CC=C5)OC)O)(C(=O)CO)O)N)O.Cl. Cell line: SK-MEL-28. Synergy scores: CSS=36.0, Synergy_ZIP=-5.52, Synergy_Bliss=-3.66, Synergy_Loewe=-2.39, Synergy_HSA=-1.15. (6) Drug 1: CS(=O)(=O)CCNCC1=CC=C(O1)C2=CC3=C(C=C2)N=CN=C3NC4=CC(=C(C=C4)OCC5=CC(=CC=C5)F)Cl. Drug 2: C1CC(=O)NC(=O)C1N2C(=O)C3=CC=CC=C3C2=O. Cell line: SK-OV-3. Synergy scores: CSS=16.8, Synergy_ZIP=-4.97, Synergy_Bliss=-3.42, Synergy_Loewe=-22.1, Synergy_HSA=-1.76. (7) Drug 1: C1CC(=O)NC(=O)C1N2C(=O)C3=CC=CC=C3C2=O. Drug 2: CC1C(C(CC(O1)OC2CC(CC3=C2C(=C4C(=C3O)C(=O)C5=CC=CC=C5C4=O)O)(C(=O)C)O)N)O. Cell line: SF-539. Synergy scores: CSS=56.4, Synergy_ZIP=9.11, Synergy_Bliss=13.4, Synergy_Loewe=-42.7, Synergy_HSA=10.3.